This data is from Catalyst prediction with 721,799 reactions and 888 catalyst types from USPTO. The task is: Predict which catalyst facilitates the given reaction. (1) Reactant: [F:1][C:2]1[CH:21]=[CH:20][C:5]([O:6][C:7]2[CH:12]=[CH:11][C:10]([C:13]3[N:18]=[C:17]([NH2:19])[CH:16]=[CH:15][CH:14]=3)=[CH:9][CH:8]=2)=[CH:4][CH:3]=1.[C:22]1([CH:28]=[CH:29][S:30](Cl)(=[O:32])=[O:31])[CH:27]=[CH:26][CH:25]=[CH:24][CH:23]=1. Product: [F:1][C:2]1[CH:21]=[CH:20][C:5]([O:6][C:7]2[CH:8]=[CH:9][C:10]([C:13]3[N:18]=[C:17]([NH:19][S:30](/[CH:29]=[CH:28]/[C:22]4[CH:27]=[CH:26][CH:25]=[CH:24][CH:23]=4)(=[O:32])=[O:31])[CH:16]=[CH:15][CH:14]=3)=[CH:11][CH:12]=2)=[CH:4][CH:3]=1. The catalyst class is: 17. (2) Reactant: [F:1][C:2]1[C:10]2[NH:9][C:8]3[CH2:11][CH2:12][N:13]([CH3:15])[CH2:14][C:7]=3[C:6]=2[CH:5]=[CH:4][CH:3]=1.N1CCC[C@H]1C(O)=O.[O-]P([O-])([O-])=O.[K+].[K+].[K+].Br[CH:33]=[C:34]([C:36]1[CH:41]=[CH:40][C:39]([F:42])=[CH:38][CH:37]=1)[CH3:35]. Product: [F:1][C:2]1[C:10]2[N:9]([CH2:35][C:34]([C:36]3[CH:41]=[CH:40][C:39]([F:42])=[CH:38][CH:37]=3)=[CH2:33])[C:8]3[CH2:11][CH2:12][N:13]([CH3:15])[CH2:14][C:7]=3[C:6]=2[CH:5]=[CH:4][CH:3]=1. The catalyst class is: 122. (3) Reactant: C([O:3][C:4](=[O:44])[C:5]([C:34]1[CH:39]=[CH:38][C:37]([CH2:40][CH:41]([CH3:43])[CH3:42])=[CH:36][CH:35]=1)([CH3:33])[CH2:6][CH2:7][CH2:8][CH2:9][C:10](=[O:32])[CH2:11][CH2:12][CH2:13][CH2:14][C:15]([C:22]1[CH:27]=[CH:26][C:25]([CH2:28][CH:29]([CH3:31])[CH3:30])=[CH:24][CH:23]=1)([CH3:21])[C:16]([O:18]CC)=[O:17])C.O.[OH-].[K+]. Product: [CH2:28]([C:25]1[CH:24]=[CH:23][C:22]([C:15]([CH3:21])([CH2:14][CH2:13][CH2:12][CH2:11][C:10](=[O:32])[CH2:9][CH2:8][CH2:7][CH2:6][C:5]([C:34]2[CH:35]=[CH:36][C:37]([CH2:40][CH:41]([CH3:43])[CH3:42])=[CH:38][CH:39]=2)([CH3:33])[C:4]([OH:44])=[O:3])[C:16]([OH:18])=[O:17])=[CH:27][CH:26]=1)[CH:29]([CH3:31])[CH3:30]. The catalyst class is: 8. (4) Reactant: [N+:1]([C:4]1[CH:8]=[N:7][NH:6][C:5]=1[NH2:9])([O-:3])=[O:2].CN(/[CH:13]=[CH:14]/[C:15]([C:17]1[N:22]=[CH:21][CH:20]=[CH:19][CH:18]=1)=O)C.C(OCC)(=O)C. Product: [N+:1]([C:4]1[CH:8]=[N:7][N:6]2[C:15]([C:17]3[CH:18]=[CH:19][CH:20]=[CH:21][N:22]=3)=[CH:14][CH:13]=[N:9][C:5]=12)([O-:3])=[O:2]. The catalyst class is: 15. (5) Reactant: [CH:1]1([NH:7][C:8]2[N:16]=[C:15]([NH:17][C:18]3[CH:23]=[CH:22][C:21]([N:24]4[CH2:29][CH2:28][N:27]([CH2:30][C:31]5[CH:36]=[CH:35][CH:34]=[CH:33][N:32]=5)[CH2:26][CH2:25]4)=[CH:20][C:19]=3[O:37][CH3:38])[N:14]=[C:13]3[C:9]=2[N:10]=[CH:11][NH:12]3)[CH2:6][CH2:5][CH2:4][CH2:3][CH2:2]1.[H-].[H-].[H-].[H-].[Li+].[Al+3].C[OH:46]. Product: [CH:1]1([NH:7][C:8]2[N:16]=[C:15]([NH:17][C:18]3[CH:23]=[CH:22][C:21]([N:24]4[CH2:25][CH2:26][N:27]([C:30]([C:31]5[CH:36]=[CH:35][CH:34]=[CH:33][N:32]=5)=[O:46])[CH2:28][CH2:29]4)=[CH:20][C:19]=3[O:37][CH3:38])[N:14]=[C:13]3[C:9]=2[N:10]=[CH:11][NH:12]3)[CH2:2][CH2:3][CH2:4][CH2:5][CH2:6]1. The catalyst class is: 1. (6) Reactant: [Si]([O:8][CH2:9][C@H:10]1[CH2:19][C:18]2[C:13](=[CH:14][CH:15]=[CH:16][C:17]=2[CH2:20][CH2:21][C:22]([OH:25])([CH3:24])[CH3:23])[C@H:12]([CH3:26])[N:11]1[C:27](=[O:37])[CH2:28][C:29]1[C:34]([Cl:35])=[CH:33][CH:32]=[CH:31][C:30]=1[Cl:36])(C(C)(C)C)(C)C.[F-].C([N+](CCCC)(CCCC)CCCC)CCC.[Cl-].[NH4+]. Product: [Cl:36][C:30]1[CH:31]=[CH:32][CH:33]=[C:34]([Cl:35])[C:29]=1[CH2:28][C:27]([N:11]1[C@@H:10]([CH2:9][OH:8])[CH2:19][C:18]2[C:13](=[CH:14][CH:15]=[CH:16][C:17]=2[CH2:20][CH2:21][C:22]([OH:25])([CH3:23])[CH3:24])[C@@H:12]1[CH3:26])=[O:37]. The catalyst class is: 1. (7) Reactant: [C:1]([Si:5]([CH3:22])([CH3:21])[O:6][CH2:7][C@H:8]1[N:12]([C:13]([O:15][C:16]([CH3:19])([CH3:18])[CH3:17])=[O:14])[C:11](=[O:20])[CH2:10][CH2:9]1)([CH3:4])([CH3:3])[CH3:2].C[Si](C)(C)[N-][Si](C)(C)C.[Li+].[CH2:33](Br)[C:34]1[CH:39]=[CH:38][CH:37]=[CH:36][CH:35]=1. Product: [C:1]([Si:5]([CH3:22])([CH3:21])[O:6][CH2:7][C@H:8]1[N:12]([C:13]([O:15][C:16]([CH3:19])([CH3:18])[CH3:17])=[O:14])[C:11](=[O:20])[C@H:10]([CH2:33][C:34]2[CH:39]=[CH:38][CH:37]=[CH:36][CH:35]=2)[CH2:9]1)([CH3:3])([CH3:2])[CH3:4]. The catalyst class is: 1. (8) Reactant: [OH:1][C:2]1[C:3]([C:8]([NH:10][CH2:11][C:12]([O:14]C)=O)=[O:9])=[N:4][CH:5]=[CH:6][N:7]=1.[NH3:16].Cl. Product: [NH2:16][C:12](=[O:14])[CH2:11][NH:10][C:8]([C:3]1[C:2]([OH:1])=[N:7][CH:6]=[CH:5][N:4]=1)=[O:9]. The catalyst class is: 24. (9) Reactant: [C:1]([C:4]1[CH:9]=[CH:8][C:7]([C:10]2[C:19]([O:20]C)=[C:18]3[C:13]([CH:14]=[N:15][C:16]([NH:22][CH3:23])=[N:17]3)=[C:12]([C:24]3[CH:29]=[CH:28][CH:27]=[C:26]([Cl:30])[CH:25]=3)[CH:11]=2)=[CH:6][CH:5]=1)([OH:3])=[O:2].C[S-].[Na+].[Cl-].[NH4+]. Product: [C:1]([C:4]1[CH:5]=[CH:6][C:7]([C:10]2[C:19]([OH:20])=[C:18]3[C:13]([CH:14]=[N:15][C:16]([NH:22][CH3:23])=[N:17]3)=[C:12]([C:24]3[CH:29]=[CH:28][CH:27]=[C:26]([Cl:30])[CH:25]=3)[CH:11]=2)=[CH:8][CH:9]=1)([OH:3])=[O:2]. The catalyst class is: 3.